This data is from Reaction yield outcomes from USPTO patents with 853,638 reactions. The task is: Predict the reaction yield, written as a fraction of the theoretical maximum amount of product (1.0 means a 100% yield; for example, 0.34 means a 34% yield). (1) The reactants are C(O[CH2:9][C:10]1[CH:15]=[CH:14][C:13]([C:16]2(O)[CH2:19][CH:18]([CH2:20][N:21]3[CH2:25][CH2:24][CH2:23][CH2:22]3)[CH2:17]2)=[CH:12][CH:11]=1)C1C=CC=CC=1.CS(O)(=O)=O. The catalyst is CCO.[Pd]. The product is [C:10]1([CH3:9])[CH:11]=[CH:12][C:13]([CH:16]2[CH2:17][CH:18]([CH2:20][N:21]3[CH2:25][CH2:24][CH2:23][CH2:22]3)[CH2:19]2)=[CH:14][CH:15]=1. The yield is 0.770. (2) The catalyst is CO.[Zn]. The reactants are [N+:1]([C:4]1[N:8]=[CH:7][N:6]([C:9]2[CH:16]=[CH:15][C:14](/[CH:17]=[CH:18]/[CH:19]([C:24]3[CH:29]=[C:28]([Cl:30])[C:27]([Cl:31])=[C:26]([Cl:32])[CH:25]=3)[C:20]([F:23])([F:22])[F:21])=[CH:13][C:10]=2[C:11]#[N:12])[N:5]=1)([O-])=O.[NH4+].[Cl-]. The product is [NH2:1][C:4]1[N:8]=[CH:7][N:6]([C:9]2[CH:16]=[CH:15][C:14](/[CH:17]=[CH:18]/[CH:19]([C:24]3[CH:25]=[C:26]([Cl:32])[C:27]([Cl:31])=[C:28]([Cl:30])[CH:29]=3)[C:20]([F:21])([F:22])[F:23])=[CH:13][C:10]=2[C:11]#[N:12])[N:5]=1. The yield is 0.890. (3) The reactants are C(=O)([O-])[O-].[K+].[K+].[CH:7]1([C:12]([C:14]2[CH:19]=[CH:18][C:17]([OH:20])=[C:16]([CH3:21])[C:15]=2[OH:22])=[O:13])[CH2:11][CH2:10][CH2:9][CH2:8]1.[C:23]([C:25]1[CH:32]=[CH:31][C:28]([CH2:29]Br)=[CH:27][CH:26]=1)#[N:24]. The catalyst is CC(C)=O. The product is [CH:7]1([C:12]([C:14]2[CH:19]=[CH:18][C:17]([O:20][CH2:29][C:28]3[CH:31]=[CH:32][C:25]([C:23]#[N:24])=[CH:26][CH:27]=3)=[C:16]([CH3:21])[C:15]=2[OH:22])=[O:13])[CH2:8][CH2:9][CH2:10][CH2:11]1. The yield is 0.850.